This data is from NCI-60 drug combinations with 297,098 pairs across 59 cell lines. The task is: Regression. Given two drug SMILES strings and cell line genomic features, predict the synergy score measuring deviation from expected non-interaction effect. (1) Drug 1: CN(C)C1=NC(=NC(=N1)N(C)C)N(C)C. Drug 2: CC1=C2C(C(=O)C3(C(CC4C(C3C(C(C2(C)C)(CC1OC(=O)C(C(C5=CC=CC=C5)NC(=O)C6=CC=CC=C6)O)O)OC(=O)C7=CC=CC=C7)(CO4)OC(=O)C)O)C)OC(=O)C. Cell line: NCI-H226. Synergy scores: CSS=27.8, Synergy_ZIP=-7.63, Synergy_Bliss=-3.82, Synergy_Loewe=-88.9, Synergy_HSA=-5.90. (2) Drug 1: CC1=C(C=C(C=C1)NC2=NC=CC(=N2)N(C)C3=CC4=NN(C(=C4C=C3)C)C)S(=O)(=O)N.Cl. Drug 2: CN1CCC(CC1)COC2=C(C=C3C(=C2)N=CN=C3NC4=C(C=C(C=C4)Br)F)OC. Cell line: KM12. Synergy scores: CSS=1.68, Synergy_ZIP=7.81, Synergy_Bliss=8.56, Synergy_Loewe=4.49, Synergy_HSA=5.60. (3) Drug 1: C1=CC(=CC=C1CCC2=CNC3=C2C(=O)NC(=N3)N)C(=O)NC(CCC(=O)O)C(=O)O. Drug 2: CC1C(C(=O)NC(C(=O)N2CCCC2C(=O)N(CC(=O)N(C(C(=O)O1)C(C)C)C)C)C(C)C)NC(=O)C3=C4C(=C(C=C3)C)OC5=C(C(=O)C(=C(C5=N4)C(=O)NC6C(OC(=O)C(N(C(=O)CN(C(=O)C7CCCN7C(=O)C(NC6=O)C(C)C)C)C)C(C)C)C)N)C. Cell line: OVCAR-5. Synergy scores: CSS=19.5, Synergy_ZIP=0.867, Synergy_Bliss=7.13, Synergy_Loewe=6.52, Synergy_HSA=6.54. (4) Drug 1: C1=CN(C(=O)N=C1N)C2C(C(C(O2)CO)O)O.Cl. Drug 2: CC=C1C(=O)NC(C(=O)OC2CC(=O)NC(C(=O)NC(CSSCCC=C2)C(=O)N1)C(C)C)C(C)C. Cell line: TK-10. Synergy scores: CSS=34.7, Synergy_ZIP=-1.14, Synergy_Bliss=3.36, Synergy_Loewe=-30.7, Synergy_HSA=5.48. (5) Drug 1: C1=CC(=C2C(=C1NCCNCCO)C(=O)C3=C(C=CC(=C3C2=O)O)O)NCCNCCO. Drug 2: C1=NNC2=C1C(=O)NC=N2. Cell line: 786-0. Synergy scores: CSS=63.9, Synergy_ZIP=5.53, Synergy_Bliss=3.38, Synergy_Loewe=-57.5, Synergy_HSA=3.96. (6) Drug 1: C1CCC(CC1)NC(=O)N(CCCl)N=O. Drug 2: CC1C(C(CC(O1)OC2CC(OC(C2O)C)OC3=CC4=CC5=C(C(=O)C(C(C5)C(C(=O)C(C(C)O)O)OC)OC6CC(C(C(O6)C)O)OC7CC(C(C(O7)C)O)OC8CC(C(C(O8)C)O)(C)O)C(=C4C(=C3C)O)O)O)O. Cell line: IGROV1. Synergy scores: CSS=34.0, Synergy_ZIP=3.81, Synergy_Bliss=9.12, Synergy_Loewe=10.3, Synergy_HSA=9.96.